From a dataset of Forward reaction prediction with 1.9M reactions from USPTO patents (1976-2016). Predict the product of the given reaction. (1) Given the reactants [CH3:1][N:2]([CH:10]1[CH2:15][CH2:14][C:13]([C:16]2[C:24]3[C:19](=[CH:20][C:21]([NH:25][C:26]([C:28]4[S:29][CH:30]=[CH:31][CH:32]=4)=[NH:27])=[CH:22][CH:23]=3)[NH:18][CH:17]=2)=[CH:12][CH2:11]1)C(=O)OC(C)(C)C.C(O)(C(F)(F)F)=O, predict the reaction product. The product is: [CH3:1][NH:2][CH:10]1[CH2:15][CH2:14][C:13]([C:16]2[C:24]3[C:19](=[CH:20][C:21]([NH:25][C:26]([C:28]4[S:29][CH:30]=[CH:31][CH:32]=4)=[NH:27])=[CH:22][CH:23]=3)[NH:18][CH:17]=2)=[CH:12][CH2:11]1. (2) Given the reactants [Br:1][C:2]1[CH:7]=[CH:6][C:5]([NH:8][C:9](=[O:11])[CH3:10])=[C:4]([CH3:12])[C:3]=1[F:13].C(OC(=O)C)(=O)C.C([O-])(=O)C.[K+].C1OCCOCCOCCOCCOCCOC1.[N:44](OCCC(C)C)=O, predict the reaction product. The product is: [Br:1][C:2]1[C:3]([F:13])=[C:4]2[C:5](=[CH:6][CH:7]=1)[N:8]([C:9](=[O:11])[CH3:10])[N:44]=[CH:12]2. (3) Given the reactants [CH:1]1([CH2:6][CH2:7][CH2:8][N:9]2[C:13](=[O:14])[N:12]([C:15]3[CH:20]=[CH:19][C:18]([S:21]([NH:24][C:25]4[CH:30]=[CH:29][C:28]([N:31]5[CH2:36][CH2:35][C:34](=O)[CH2:33][CH2:32]5)=[CH:27][CH:26]=4)(=[O:23])=[O:22])=[CH:17][CH:16]=3)[N:11]=[N:10]2)[CH2:5][CH2:4][CH2:3][CH2:2]1.[OH:38][C@@H:39]([CH2:52][NH2:53])[CH2:40][O:41][C:42]1[C:50]2[NH:49][C:48](=[O:51])[NH:47][C:46]=2[CH:45]=[CH:44][CH:43]=1, predict the reaction product. The product is: [CH:1]1([CH2:6][CH2:7][CH2:8][N:9]2[C:13](=[O:14])[N:12]([C:15]3[CH:20]=[CH:19][C:18]([S:21]([NH:24][C:25]4[CH:30]=[CH:29][C:28]([N:31]5[CH2:32][CH2:33][CH:34]([NH:53][CH2:52][C@H:39]([OH:38])[CH2:40][O:41][C:42]6[C:50]7[NH:49][C:48](=[O:51])[NH:47][C:46]=7[CH:45]=[CH:44][CH:43]=6)[CH2:35][CH2:36]5)=[CH:27][CH:26]=4)(=[O:23])=[O:22])=[CH:17][CH:16]=3)[N:11]=[N:10]2)[CH2:2][CH2:3][CH2:4][CH2:5]1. (4) Given the reactants [OH:1][C:2]1[CH:7]=[CH:6][C:5]([C:8]2[C:9]([Cl:28])=[C:10]([C:24]([Cl:27])=[CH:25][CH:26]=2)[CH2:11][CH:12]2[CH2:16][CH2:15][N:14]([CH:17]3[CH2:22][CH2:21][CH2:20][CH2:19][CH2:18]3)[C:13]2=[O:23])=[CH:4][CH:3]=1.[I-].[Na+].C(=O)([O-])[O-].[Cs+].[Cs+].Cl.Br[CH2:39][CH2:40][CH2:41][N:42]([CH3:44])[CH3:43].Cl, predict the reaction product. The product is: [ClH:27].[CH:17]1([N:14]2[CH2:15][CH2:16][CH:12]([CH2:11][C:10]3[C:9]([Cl:28])=[C:8]([C:5]4[CH:6]=[CH:7][C:2]([O:1][CH2:39][CH2:40][CH2:41][N:42]([CH3:44])[CH3:43])=[CH:3][CH:4]=4)[CH:26]=[CH:25][C:24]=3[Cl:27])[C:13]2=[O:23])[CH2:18][CH2:19][CH2:20][CH2:21][CH2:22]1. (5) Given the reactants [CH:1]1([CH2:4][O:5][C:6]2[CH:14]=[CH:13][C:9]([C:10]([OH:12])=O)=[CH:8][CH:7]=2)[CH2:3][CH2:2]1.CCN=C=NCCCN(C)C.Cl.C1C=CC2N(O)N=NC=2C=1.FC(F)(F)C(O)=O.[CH2:44]1[C:53]2[C:48](=[CH:49][C:50]([CH:54]([NH:56][C:57](=[O:59])[CH3:58])[CH3:55])=[CH:51][CH:52]=2)[CH2:47][CH2:46][NH:45]1, predict the reaction product. The product is: [CH:1]1([CH2:4][O:5][C:6]2[CH:7]=[CH:8][C:9]([C:10]([N:45]3[CH2:46][CH2:47][C:48]4[C:53](=[CH:52][CH:51]=[C:50]([CH:54]([NH:56][C:57](=[O:59])[CH3:58])[CH3:55])[CH:49]=4)[CH2:44]3)=[O:12])=[CH:13][CH:14]=2)[CH2:2][CH2:3]1. (6) The product is: [CH3:6][O:7][C:8]1[CH:15]=[CH:14][C:11]([CH:12]=[CH2:2])=[CH:10][N:9]=1. Given the reactants [Li+].[CH3:2]CC[CH2-].[CH3:6][O:7][C:8]1[CH:15]=[CH:14][C:11]([CH:12]=O)=[CH:10][N:9]=1, predict the reaction product. (7) Given the reactants [NH2:1][C:2]1[CH:15]=[CH:14][C:13]([Cl:16])=[CH:12][C:3]=1[C:4]([C:6]1[CH:11]=[CH:10][CH:9]=[CH:8][CH:7]=1)=O.[Br:17][C:18]1[CH:19]=[C:20]([CH2:24][C:25](O)=[O:26])[CH:21]=[N:22][CH:23]=1.Cl.CN(C)CCCN=C=NCC.N1CCCCC1, predict the reaction product. The product is: [Br:17][C:18]1[CH:19]=[C:20]([C:24]2[C:25](=[O:26])[NH:1][C:2]3[C:3]([C:4]=2[C:6]2[CH:11]=[CH:10][CH:9]=[CH:8][CH:7]=2)=[CH:12][C:13]([Cl:16])=[CH:14][CH:15]=3)[CH:21]=[N:22][CH:23]=1. (8) Given the reactants [C:1]1([C@:7]2([C:16]([O:18]C)=[O:17])[CH2:9][C@@H:8]2[C:10]2[CH:15]=[CH:14][CH:13]=[CH:12][CH:11]=2)[CH:6]=[CH:5][CH:4]=[CH:3][CH:2]=1.CC([O-])(C)C.[K+], predict the reaction product. The product is: [C:1]1([C@:7]2([C:16]([OH:18])=[O:17])[CH2:9][C@@H:8]2[C:10]2[CH:11]=[CH:12][CH:13]=[CH:14][CH:15]=2)[CH:2]=[CH:3][CH:4]=[CH:5][CH:6]=1. (9) Given the reactants [C:1]([NH:4][C:5]1[CH:14]=[CH:13][C:8]([S:9](Cl)(=[O:11])=[O:10])=[CH:7][CH:6]=1)(=[O:3])[CH3:2].C([O-])(=O)C.[Na+].[NH2:20][C:21]1[CH:26]=[CH:25][CH:24]=[CH:23][CH:22]=1, predict the reaction product. The product is: [C:21]1([NH:20][S:9]([C:8]2[CH:13]=[CH:14][C:5]([NH:4][C:1](=[O:3])[CH3:2])=[CH:6][CH:7]=2)(=[O:11])=[O:10])[CH:26]=[CH:25][CH:24]=[CH:23][CH:22]=1.